This data is from Full USPTO retrosynthesis dataset with 1.9M reactions from patents (1976-2016). The task is: Predict the reactants needed to synthesize the given product. (1) Given the product [CH2:1]([O:8][C:9](=[O:18])[NH:10][C:11]1([CH2:16][O:17][CH3:26])[CH2:15][CH2:14][CH2:13][CH2:12]1)[C:2]1[CH:3]=[CH:4][CH:5]=[CH:6][CH:7]=1, predict the reactants needed to synthesize it. The reactants are: [CH2:1]([O:8][C:9](=[O:18])[NH:10][C:11]1([CH2:16][OH:17])[CH2:15][CH2:14][CH2:13][CH2:12]1)[C:2]1[CH:7]=[CH:6][CH:5]=[CH:4][CH:3]=1.[H+].[B-](F)(F)(F)F.[Si](C=[N+]=[N-])(C)(C)[CH3:26].O. (2) Given the product [F:1][C:2]1[CH:3]=[CH:4][C:5]([OH:10])=[C:6](/[CH:7]=[C:17]2/[C:15](=[O:16])[N:14]=[C:12]([N:27]3[CH2:28][CH2:29][C@H:25]([NH:24][C:23](=[O:30])[O:22][C:18]([CH3:20])([CH3:19])[CH3:21])[CH2:26]3)[S:11]/2)[CH:9]=1, predict the reactants needed to synthesize it. The reactants are: [F:1][C:2]1[CH:3]=[CH:4][C:5]([OH:10])=[C:6]([CH:9]=1)[CH:7]=O.[S:11]1[CH2:17][C:15](=[O:16])[NH:14][C:12]1=S.[C:18]([O:22][C:23](=[O:30])[NH:24][CH:25]1[CH2:29][CH2:28][NH:27][CH2:26]1)([CH3:21])([CH3:20])[CH3:19]. (3) Given the product [ClH:31].[Cl:31][C:10]1[CH:9]=[C:8]([NH:7][C:4]2[N:3]=[C:2]([NH2:1])[NH:6][N:5]=2)[CH:13]=[C:12]([C:14]([F:15])([F:16])[F:17])[C:11]=1[C:18]1[CH2:23][CH2:22][NH:21][CH2:20][CH:19]=1, predict the reactants needed to synthesize it. The reactants are: [NH2:1][C:2]1[NH:6][N:5]=[C:4]([NH:7][C:8]2[CH:13]=[C:12]([C:14]([F:17])([F:16])[F:15])[C:11]([C:18]3[CH2:23][CH2:22][N:21](C(OC(C)(C)C)=O)[CH2:20][CH:19]=3)=[C:10]([Cl:31])[CH:9]=2)[N:3]=1.Cl.O1CCOCC1. (4) The reactants are: Cl[C:2]1[C:11]2[C:6](=[CH:7][CH:8]=[C:9]([F:12])[CH:10]=2)[N:5]=[CH:4][CH:3]=1.Cl.[CH3:14][C:15]1([CH2:21][C:22]([O:24][CH3:25])=[O:23])[CH2:20][CH2:19][NH:18][CH2:17][CH2:16]1.CCN(C(C)C)C(C)C. Given the product [F:12][C:9]1[CH:10]=[C:11]2[C:6](=[CH:7][CH:8]=1)[N:5]=[CH:4][CH:3]=[C:2]2[N:18]1[CH2:19][CH2:20][C:15]([CH2:21][C:22]([O:24][CH3:25])=[O:23])([CH3:14])[CH2:16][CH2:17]1, predict the reactants needed to synthesize it. (5) Given the product [C:28]([N:19]([CH2:20][CH:21]1[CH2:23][CH2:22]1)[C:17]1[CH:16]=[C:11]([CH:10]=[C:9]([O:8][CH2:1][C:2]2[CH:7]=[CH:6][CH:5]=[CH:4][CH:3]=2)[CH:18]=1)[C:12]([O:14][CH3:15])=[O:13])(=[O:30])[CH3:29], predict the reactants needed to synthesize it. The reactants are: [CH2:1]([O:8][C:9]1[CH:10]=[C:11]([CH:16]=[C:17]([NH:19][CH2:20][CH:21]2[CH2:23][CH2:22]2)[CH:18]=1)[C:12]([O:14][CH3:15])=[O:13])[C:2]1[CH:7]=[CH:6][CH:5]=[CH:4][CH:3]=1.C(Cl)(Cl)Cl.[C:28](OC(=O)C)(=[O:30])[CH3:29].N1C=CC=CC=1. (6) Given the product [CH3:7][N:6]1[C:8]([NH2:10])=[N:9][C:3](=[O:2])[CH2:5]1.[ClH:11], predict the reactants needed to synthesize it. The reactants are: O.[O:2]=[C:3]([CH2:5][N:6]([C:8](=[NH:10])[NH2:9])[CH3:7])O.[ClH:11]. (7) The reactants are: [NH2:1][CH2:2][C@H:3]([OH:13])[CH2:4][N:5]1[CH:9]=[CH:8][C:7]([N+:10]([O-:12])=[O:11])=[N:6]1.[C:14](=O)(OC1C=CC=CN=1)[O:15]C1C=CC=CN=1. Given the product [N+:10]([C:7]1[CH:8]=[CH:9][N:5]([CH2:4][C@H:3]2[O:13][C:14](=[O:15])[NH:1][CH2:2]2)[N:6]=1)([O-:12])=[O:11], predict the reactants needed to synthesize it. (8) Given the product [OH:1][CH2:2][C@@H:3]([NH:8][C:9]([C:11]1[CH:16]=[N:15][C:14]([N:17]2[CH2:21][CH2:20][CH2:19][CH2:18]2)=[C:13]([O:22][CH2:23][CH2:24][CH2:25][CH3:26])[N:12]=1)=[O:10])[CH2:4][CH:5]([CH3:7])[CH3:6], predict the reactants needed to synthesize it. The reactants are: [OH:1][CH2:2][C@@H:3]([NH:8][C:9]([C:11]1[CH:16]=[N:15][C:14]([N:17]2[CH2:21][CH2:20][CH2:19][CH2:18]2)=[C:13]([O:22][CH2:23][CH2:24][CH3:25])[N:12]=1)=[O:10])[CH2:4][CH:5]([CH3:7])[CH3:6].[CH2:26](OC1N=C(C(O)=O)C=NC=1N1CCCC1)CCC.N[C@@H](CC(C)C)CO.